Dataset: Reaction yield outcomes from USPTO patents with 853,638 reactions. Task: Predict the reaction yield, written as a fraction of the theoretical maximum amount of product (1.0 means a 100% yield; for example, 0.34 means a 34% yield). (1) The reactants are CC#N.[CH3:4][O:5][C:6](=[O:22])[C:7]1[CH:12]=[CH:11][CH:10]=[CH:9][C:8]=1[C:13](=[O:21])[C:14]1[CH:19]=[CH:18][C:17]([OH:20])=[CH:16][CH:15]=1.C(=O)([O-])[O-].[Cs+].[Cs+].[CH3:29][Si:30]([CH2:33][CH2:34][O:35][CH2:36]Cl)([CH3:32])[CH3:31]. The catalyst is C(OCC)(=O)C. The product is [CH3:4][O:5][C:6](=[O:22])[C:7]1[CH:12]=[CH:11][CH:10]=[CH:9][C:8]=1[C:13](=[O:21])[C:14]1[CH:15]=[CH:16][C:17]([O:20][CH2:36][O:35][CH2:34][CH2:33][Si:30]([CH3:32])([CH3:31])[CH3:29])=[CH:18][CH:19]=1. The yield is 0.670. (2) The reactants are [CH3:1][C:2]1[S:3][CH:4]=[C:5](C(Cl)=O)[N:6]=1.[N+](=C[Si](C)(C)C)=[N-].[BrH:17].[CH3:18][CH2:19][O:20]C(C)=O. The catalyst is CC#N.O. The product is [Br:17][CH2:18][C:19]([C:4]1[S:3][C:2]([CH3:1])=[N:6][CH:5]=1)=[O:20]. The yield is 0.870. (3) The reactants are Br[C:2]1[CH:7]=[CH:6][C:5]([S:8]([NH:11][CH2:12][CH2:13][CH3:14])(=[O:10])=[O:9])=[C:4]([O:15][C:16]([F:19])([F:18])[F:17])[CH:3]=1.[C:20]([C:22]1[N:26]([CH3:27])[C:25](B(O)O)=[CH:24][CH:23]=1)#[N:21].[F-].[K+].C(P(C(C)(C)C)C(C)(C)C)(C)(C)C. The catalyst is C1C=CC(/C=C/C(/C=C/C2C=CC=CC=2)=O)=CC=1.C1C=CC(/C=C/C(/C=C/C2C=CC=CC=2)=O)=CC=1.C1C=CC(/C=C/C(/C=C/C2C=CC=CC=2)=O)=CC=1.[Pd].[Pd]. The product is [C:20]([C:22]1[N:26]([CH3:27])[C:25]([C:2]2[CH:7]=[CH:6][C:5]([S:8]([NH:11][CH2:12][CH2:13][CH3:14])(=[O:10])=[O:9])=[C:4]([O:15][C:16]([F:19])([F:18])[F:17])[CH:3]=2)=[CH:24][CH:23]=1)#[N:21]. The yield is 0.290.